This data is from NCI-60 drug combinations with 297,098 pairs across 59 cell lines. The task is: Regression. Given two drug SMILES strings and cell line genomic features, predict the synergy score measuring deviation from expected non-interaction effect. (1) Drug 1: CCC(=C(C1=CC=CC=C1)C2=CC=C(C=C2)OCCN(C)C)C3=CC=CC=C3.C(C(=O)O)C(CC(=O)O)(C(=O)O)O. Drug 2: C1CCC(C(C1)N)N.C(=O)(C(=O)[O-])[O-].[Pt+4]. Cell line: 786-0. Synergy scores: CSS=22.9, Synergy_ZIP=-6.28, Synergy_Bliss=3.55, Synergy_Loewe=-9.71, Synergy_HSA=3.49. (2) Drug 1: C#CCC(CC1=CN=C2C(=N1)C(=NC(=N2)N)N)C3=CC=C(C=C3)C(=O)NC(CCC(=O)O)C(=O)O. Drug 2: CC1=C(C(=O)C2=C(C1=O)N3CC4C(C3(C2COC(=O)N)OC)N4)N. Cell line: HS 578T. Synergy scores: CSS=8.08, Synergy_ZIP=-4.77, Synergy_Bliss=-4.06, Synergy_Loewe=-1.40, Synergy_HSA=-1.84. (3) Drug 1: C1C(C(OC1N2C=NC(=NC2=O)N)CO)O. Drug 2: N.N.Cl[Pt+2]Cl. Cell line: HOP-92. Synergy scores: CSS=56.1, Synergy_ZIP=-1.62, Synergy_Bliss=-0.661, Synergy_Loewe=2.36, Synergy_HSA=2.94. (4) Drug 1: CNC(=O)C1=CC=CC=C1SC2=CC3=C(C=C2)C(=NN3)C=CC4=CC=CC=N4. Drug 2: COC1=CC(=CC(=C1O)OC)C2C3C(COC3=O)C(C4=CC5=C(C=C24)OCO5)OC6C(C(C7C(O6)COC(O7)C8=CC=CS8)O)O. Cell line: HS 578T. Synergy scores: CSS=21.2, Synergy_ZIP=3.87, Synergy_Bliss=4.50, Synergy_Loewe=-3.53, Synergy_HSA=3.10. (5) Drug 2: COC1=C2C(=CC3=C1OC=C3)C=CC(=O)O2. Synergy scores: CSS=5.26, Synergy_ZIP=5.46, Synergy_Bliss=2.93, Synergy_Loewe=1.85, Synergy_HSA=1.76. Cell line: HCT116. Drug 1: CC1=C(C=C(C=C1)NC2=NC=CC(=N2)N(C)C3=CC4=NN(C(=C4C=C3)C)C)S(=O)(=O)N.Cl.